From a dataset of Catalyst prediction with 721,799 reactions and 888 catalyst types from USPTO. Predict which catalyst facilitates the given reaction. (1) Reactant: [Br:1][C:2]1[CH:3]=[C:4]([CH:10]=[C:11]([N+:19]([O-])=O)[C:12]=1[O:13][CH2:14][C:15](OC)=[O:16])[C:5]([O:7][CH2:8][CH3:9])=[O:6]. Product: [Br:1][C:2]1[C:12]2[O:13][CH2:14][C:15](=[O:16])[NH:19][C:11]=2[CH:10]=[C:4]([C:5]([O:7][CH2:8][CH3:9])=[O:6])[CH:3]=1. The catalyst class is: 401. (2) Reactant: [Cl:1][C:2]1[C:7]([CH2:8][OH:9])=[CH:6][CH:5]=[CH:4][N:3]=1. Product: [Cl:1][C:2]1[C:7]([CH:8]=[O:9])=[CH:6][CH:5]=[CH:4][N:3]=1. The catalyst class is: 742.